This data is from Reaction yield outcomes from USPTO patents with 853,638 reactions. The task is: Predict the reaction yield, written as a fraction of the theoretical maximum amount of product (1.0 means a 100% yield; for example, 0.34 means a 34% yield). The reactants are Br[C:2]1[CH:3]=[C:4]([NH:11][C:12]2[N:17]=[C:16]([C:18]([F:21])([F:20])[F:19])[CH:15]=[CH:14][N:13]=2)[CH:5]=[C:6]([CH2:8][O:9][CH3:10])[CH:7]=1.[B:22]1([B:22]2[O:26][C:25]([CH3:28])([CH3:27])[C:24]([CH3:30])([CH3:29])[O:23]2)[O:26][C:25]([CH3:28])([CH3:27])[C:24]([CH3:30])([CH3:29])[O:23]1.C([O-])(=O)C.[K+].CC(C1C=C(C(C)C)C(C2C=CC=CC=2P(C2CCCCC2)C2CCCCC2)=C(C(C)C)C=1)C. The catalyst is O1CCOCC1.C(OCC)(=O)C.C([O-])(=O)C.[Pd+2].C([O-])(=O)C. The product is [CH3:10][O:9][CH2:8][C:6]1[CH:5]=[C:4]([NH:11][C:12]2[N:17]=[C:16]([C:18]([F:21])([F:20])[F:19])[CH:15]=[CH:14][N:13]=2)[CH:3]=[C:2]([B:22]2[O:26][C:25]([CH3:28])([CH3:27])[C:24]([CH3:30])([CH3:29])[O:23]2)[CH:7]=1. The yield is 1.00.